This data is from TCR-epitope binding with 47,182 pairs between 192 epitopes and 23,139 TCRs. The task is: Binary Classification. Given a T-cell receptor sequence (or CDR3 region) and an epitope sequence, predict whether binding occurs between them. (1) The epitope is YFPLQSYGF. The TCR CDR3 sequence is CASSLDSSNYGYTF. Result: 1 (the TCR binds to the epitope). (2) The epitope is VTIAEILLI. The TCR CDR3 sequence is CASSFESLWEKLFF. Result: 1 (the TCR binds to the epitope). (3) The TCR CDR3 sequence is CASALRGANVLTF. Result: 1 (the TCR binds to the epitope). The epitope is ARMILMTHF. (4) The epitope is KRWIIMGLNK. The TCR CDR3 sequence is CSDRGGSVFYEQYF. Result: 1 (the TCR binds to the epitope).